From a dataset of Forward reaction prediction with 1.9M reactions from USPTO patents (1976-2016). Predict the product of the given reaction. (1) Given the reactants I([O-])(=O)(=O)=[O:2].[Na+].[Cl:7][C:8]1[CH:13]=[CH:12][C:11]([S:14]([NH:17][CH:18]2[CH2:27][CH2:26][C:25]3[C:24]([CH2:28][CH2:29][C:30]([O:32][CH3:33])=[O:31])=[CH:23][C:22]([CH:34]=C)=[CH:21][C:20]=3[CH2:19]2)(=[O:16])=[O:15])=[CH:10][CH:9]=1, predict the reaction product. The product is: [Cl:7][C:8]1[CH:9]=[CH:10][C:11]([S:14]([NH:17][CH:18]2[CH2:27][CH2:26][C:25]3[C:24]([CH2:28][CH2:29][C:30]([O:32][CH3:33])=[O:31])=[CH:23][C:22]([CH:34]=[O:2])=[CH:21][C:20]=3[CH2:19]2)(=[O:15])=[O:16])=[CH:12][CH:13]=1. (2) Given the reactants C[O:2][C:3]([C:5]1[CH:6]=[CH:7][C:8]2[C:14]3([CH2:20][C:21]4[CH:26]=[CH:25][CH:24]=[CH:23][CH:22]=4)[CH2:15][CH2:16][C:17](=[O:19])[CH:18]=[C:13]3[CH2:12][CH2:11][CH2:10][C:9]=2[CH:27]=1)=O.[CH3:28][C:29]1[C:34]([NH2:35])=[CH:33][CH:32]=[CH:31][N:30]=1.CCN(C(C)C)C(C)C.CN(C(F)=[N+](C)C)C.F[P-](F)(F)(F)(F)F, predict the reaction product. The product is: [CH3:28][C:29]1[C:34]([NH:35][C:3]([C:5]2[CH:6]=[CH:7][C:8]3[C:14]4([CH2:20][C:21]5[CH:26]=[CH:25][CH:24]=[CH:23][CH:22]=5)[CH2:15][CH2:16][C:17](=[O:19])[CH:18]=[C:13]4[CH2:12][CH2:11][CH2:10][C:9]=3[CH:27]=2)=[O:2])=[CH:33][CH:32]=[CH:31][N:30]=1. (3) Given the reactants [NH2:1][C:2]1[C:7]([C:8]#[N:9])=[C:6]([C:10]2[CH:14]=[CH:13][S:12][CH:11]=2)[C:5]([C:15]#[N:16])=[C:4]([O:17][CH3:18])[N:3]=1.[H-].[Na+].O.Cl.C(O)[CH2:24][OH:25], predict the reaction product. The product is: [NH2:1][C:2]1[C:7]([C:8]#[N:9])=[C:6]([C:10]2[CH:14]=[CH:13][S:12][CH:11]=2)[C:5]([C:15]#[N:16])=[C:4]([O:17][CH2:18][CH2:24][OH:25])[N:3]=1. (4) Given the reactants [CH3:1][N:2]1[CH:6]=[CH:5][C:4]([S:7]([NH2:10])(=[O:9])=[O:8])=[N:3]1.CC1(C)C2C(=C(P(C3C=CC=CC=3)C3C=CC=CC=3)C=CC=2)OC2C(P(C3C=CC=CC=3)C3C=CC=CC=3)=CC=CC1=2.C(=O)([O-])[O-].[Cs+].[Cs+].Cl[C:60]1[CH:65]=[C:64]([CH3:66])[N:63]=[C:62]2[N:67]([CH3:81])[CH:68]=[C:69]([C:70]3[CH:75]=[CH:74][CH:73]=[C:72]([N:76]4[CH2:80][CH2:79][CH2:78][CH2:77]4)[CH:71]=3)[C:61]=12, predict the reaction product. The product is: [CH3:81][N:67]1[C:62]2=[N:63][C:64]([CH3:66])=[CH:65][C:60]([NH:10][S:7]([C:4]3[CH:5]=[CH:6][N:2]([CH3:1])[N:3]=3)(=[O:9])=[O:8])=[C:61]2[C:69]([C:70]2[CH:75]=[CH:74][CH:73]=[C:72]([N:76]3[CH2:80][CH2:79][CH2:78][CH2:77]3)[CH:71]=2)=[CH:68]1.